This data is from Full USPTO retrosynthesis dataset with 1.9M reactions from patents (1976-2016). The task is: Predict the reactants needed to synthesize the given product. (1) The reactants are: C([O-])([O-])=O.[Na+].[Na+].[NH2:7][C@H:8]([C:31]([OH:33])=[O:32])[CH2:9][CH2:10][CH2:11][CH2:12][NH:13][C:14]([O:16][CH2:17][CH:18]1[C:30]2[C:25](=[CH:26][CH:27]=[CH:28][CH:29]=2)[C:24]2[C:19]1=[CH:20][CH:21]=[CH:22][CH:23]=2)=[O:15].[N+:34]([C:37]1[CH:47]=[CH:46][C:40]([CH2:41][O:42][C:43](Cl)=[O:44])=[CH:39][CH:38]=1)([O-:36])=[O:35]. Given the product [NH:7]([C:43]([O:42][CH2:41][C:40]1[CH:46]=[CH:47][C:37]([N+:34]([O-:36])=[O:35])=[CH:38][CH:39]=1)=[O:44])[C@H:8]([C:31]([OH:33])=[O:32])[CH2:9][CH2:10][CH2:11][CH2:12][NH:13][C:14]([O:16][CH2:17][CH:18]1[C:30]2[C:25](=[CH:26][CH:27]=[CH:28][CH:29]=2)[C:24]2[C:19]1=[CH:20][CH:21]=[CH:22][CH:23]=2)=[O:15], predict the reactants needed to synthesize it. (2) Given the product [Cl:8][C:6]1[N:7]=[C:2]([NH:31][C:30]2[CH:32]=[C:33]([CH3:35])[CH:34]=[C:28]([CH3:27])[CH:29]=2)[N:3]=[C:4]([NH:9][C:10]2[CH:15]=[CH:14][C:13]([P:16]([CH3:19])([CH3:18])=[O:17])=[CH:12][CH:11]=2)[N:5]=1, predict the reactants needed to synthesize it. The reactants are: Cl[C:2]1[N:7]=[C:6]([Cl:8])[N:5]=[C:4]([NH:9][C:10]2[CH:15]=[CH:14][C:13]([P:16]([CH3:19])([CH3:18])=[O:17])=[CH:12][CH:11]=2)[N:3]=1.C(N(CC)CC)C.[CH3:27][C:28]1[CH:29]=[C:30]([CH:32]=[C:33]([CH3:35])[CH:34]=1)[NH2:31]. (3) Given the product [CH:40]1([NH:41][C:23](=[O:25])[C:22]2[CH:21]=[CH:20][C:19]([N:16]3[CH2:17][CH2:18][N:13]([CH2:12][C:9]4[CH:10]=[N:11][C:5]5[N:4]6[CH2:28][CH2:29][CH2:30][CH2:31][C@H:3]6[C:2](=[O:1])[NH:7][C:6]=5[CH:8]=4)[CH2:14][CH2:15]3)=[CH:27][CH:26]=2)[CH2:38][CH2:39]1, predict the reactants needed to synthesize it. The reactants are: [O:1]=[C:2]1[NH:7][C:6]2[CH:8]=[C:9]([CH2:12][N:13]3[CH2:18][CH2:17][N:16]([C:19]4[CH:27]=[CH:26][C:22]([C:23]([OH:25])=O)=[CH:21][CH:20]=4)[CH2:15][CH2:14]3)[CH:10]=[N:11][C:5]=2[N:4]2[CH2:28][CH2:29][CH2:30][CH2:31][C@@H:3]12.Cl.C(N=C=N[CH2:38][CH2:39][CH2:40][N:41](C)C)C.O.N1(O)C2C=CC=CC=2N=N1.CN1CCOCC1.C1(N)CC1. (4) Given the product [CH3:1][C:2]1([CH3:15])[O:6][C@H:5]([CH2:7][OH:12])[CH2:4][O:3]1, predict the reactants needed to synthesize it. The reactants are: [CH3:1][C:2]1([CH3:15])[O:6][C@H:5]([C@H:7]2[O:12]C(=O)[C@@H](O)[C@H]2O)[CH2:4][O:3]1.I([O-])(=O)(=O)=O.[Na+].[OH-].[Na+].[BH4-].[Na+]. (5) Given the product [CH:29]12[CH2:35][CH:32]([NH:33][CH2:34]1)[CH2:31][N:30]2[C:2]1[CH:3]=[CH:4][C:5]2[O:14][CH2:13][CH2:12][C:11]3[CH:10]=[C:9]([C:15]4[N:16]([C:20]5[CH:25]=[CH:24][C:23]([F:26])=[CH:22][C:21]=5[F:27])[N:17]=[CH:18][N:19]=4)[S:8][C:7]=3[C:6]=2[N:28]=1, predict the reactants needed to synthesize it. The reactants are: Cl[C:2]1[CH:3]=[CH:4][C:5]2[O:14][CH2:13][CH2:12][C:11]3[CH:10]=[C:9]([C:15]4[N:16]([C:20]5[CH:25]=[CH:24][C:23]([F:26])=[CH:22][C:21]=5[F:27])[N:17]=[CH:18][N:19]=4)[S:8][C:7]=3[C:6]=2[N:28]=1.[CH:29]12[CH2:35][CH:32]([NH:33][CH2:34]1)[CH2:31][NH:30]2.CC(C1C=C(C(C)C)C(C2C=CC=CC=2P(C2CCCCC2)C2CCCCC2)=C(C(C)C)C=1)C.CC(C)([O-])C.N#N. (6) Given the product [C:1]([NH:5][S:24]([C:9]1[CH:10]=[C:11]([C:12]([NH:13][C:14]2[CH:19]=[C:18]([F:20])[C:17]([F:21])=[C:16]([F:22])[CH:15]=2)=[O:23])[N:7]([CH3:6])[CH:8]=1)(=[O:26])=[O:25])([CH3:4])([CH3:3])[CH3:2], predict the reactants needed to synthesize it. The reactants are: [C:1]([NH2:5])([CH3:4])([CH3:3])[CH3:2].[CH3:6][N:7]1[C:11]([C:12](=[O:23])[NH:13][C:14]2[CH:19]=[C:18]([F:20])[C:17]([F:21])=[C:16]([F:22])[CH:15]=2)=[CH:10][C:9]([S:24](Cl)(=[O:26])=[O:25])=[CH:8]1.O.